Dataset: Retrosynthesis with 50K atom-mapped reactions and 10 reaction types from USPTO. Task: Predict the reactants needed to synthesize the given product. (1) Given the product Cc1cn(C(c2ccccc2)(c2ccccc2)c2ccccc2)cn1, predict the reactants needed to synthesize it. The reactants are: Cc1c[nH]cn1.ClC(c1ccccc1)(c1ccccc1)c1ccccc1. (2) Given the product Nc1cnc(C2=CCCCO2)cn1, predict the reactants needed to synthesize it. The reactants are: CCCC[Sn](CCCC)(CCCC)C1=CCCCO1.Nc1cnc(Br)cn1. (3) Given the product COc1cccc(C(=O)c2ccc3ccccc3c2NC(=O)CBr)c1, predict the reactants needed to synthesize it. The reactants are: COc1cccc(C(=O)c2ccc3ccccc3c2N)c1.O=C(Br)CBr. (4) Given the product CC(C)(CC1Cc2ccccc2C1)NC[C@@H](O)COc1cc(CCC(=O)O)cnc1C#N, predict the reactants needed to synthesize it. The reactants are: CCOC(=O)CCc1cnc(C#N)c(OC[C@H](O)CNC(C)(C)CC2Cc3ccccc3C2)c1. (5) Given the product O=C(Nc1nnn[nH]1)c1cc([N+](=O)[O-])ccc1O, predict the reactants needed to synthesize it. The reactants are: Nc1nnn[nH]1.O=C(Cl)c1cc([N+](=O)[O-])ccc1O.